This data is from Catalyst prediction with 721,799 reactions and 888 catalyst types from USPTO. The task is: Predict which catalyst facilitates the given reaction. (1) Reactant: C([N:8]1[CH2:13][CH2:12][O:11][CH:10]([C:14]([C:27]2[CH:32]=[CH:31][CH:30]=[CH:29][CH:28]=2)([OH:26])[CH2:15][C:16]2[CH:21]=[CH:20][CH:19]=[CH:18][C:17]=2[C:22]([F:25])([F:24])[F:23])[CH2:9]1)C1C=CC=CC=1.C([O-])=O.[NH4+]. The catalyst class is: 29. Product: [NH:8]1[CH2:13][CH2:12][O:11][C@@H:10]([C@:14]([C:27]2[CH:32]=[CH:31][CH:30]=[CH:29][CH:28]=2)([OH:26])[CH2:15][C:16]2[CH:21]=[CH:20][CH:19]=[CH:18][C:17]=2[C:22]([F:25])([F:23])[F:24])[CH2:9]1. (2) Reactant: C(OC([N:8]1[CH2:13][CH2:12][CH:11]([C:14]([C:16]2[O:17][CH:18]=[CH:19][N:20]=2)=[O:15])[CH2:10][CH2:9]1)=O)(C)(C)C.[ClH:21]. Product: [ClH:21].[O:17]1[CH:18]=[CH:19][N:20]=[C:16]1[C:14]([CH:11]1[CH2:12][CH2:13][NH:8][CH2:9][CH2:10]1)=[O:15]. The catalyst class is: 12. (3) Reactant: [F:1][C:2]1[CH:3]=[C:4]([CH:36]=[CH:37][C:38]=1[CH3:39])[CH2:5][N:6]1[C:11]2[CH:12]=[C:13]([C:15]3[CH:20]=[CH:19][CH:18]=[CH:17][CH:16]=3)[S:14][C:10]=2[C:9](=[O:21])[N:8]([CH:22]2[CH2:27][CH2:26][N:25](C(OC(C)(C)C)=O)[CH2:24][CH2:23]2)[C:7]1=[O:35].[ClH:40]. Product: [ClH:40].[F:1][C:2]1[CH:3]=[C:4]([CH:36]=[CH:37][C:38]=1[CH3:39])[CH2:5][N:6]1[C:11]2[CH:12]=[C:13]([C:15]3[CH:20]=[CH:19][CH:18]=[CH:17][CH:16]=3)[S:14][C:10]=2[C:9](=[O:21])[N:8]([CH:22]2[CH2:23][CH2:24][NH:25][CH2:26][CH2:27]2)[C:7]1=[O:35]. The catalyst class is: 12.